This data is from Forward reaction prediction with 1.9M reactions from USPTO patents (1976-2016). The task is: Predict the product of the given reaction. (1) The product is: [O:16]=[C:15]([C:17]1[CH:22]=[CH:21][CH:20]=[CH:19][CH:18]=1)[CH2:14][CH2:13][O:1][NH:2][C:3](=[O:9])[O:4][C:5]([CH3:8])([CH3:7])[CH3:6]. Given the reactants [OH:1][NH:2][C:3](=[O:9])[O:4][C:5]([CH3:8])([CH3:7])[CH3:6].[H-].[Na+].Cl[CH2:13][CH2:14][C:15]([C:17]1[CH:22]=[CH:21][CH:20]=[CH:19][CH:18]=1)=[O:16], predict the reaction product. (2) Given the reactants [CH3:1][CH:2]1[CH2:7][CH2:6][N:5]([C:8]([N:10]2[CH2:16][C:15]3[CH:17]=[C:18]([C:21]4[CH:25]=[C:24]([NH:26]CC5C=CC=CC=5)[NH:23][N:22]=4)[CH:19]=[CH:20][C:14]=3[O:13][CH2:12][CH2:11]2)=[O:9])[CH2:4][CH2:3]1, predict the reaction product. The product is: [CH3:1][CH:2]1[CH2:3][CH2:4][N:5]([C:8]([N:10]2[CH2:16][C:15]3[CH:17]=[C:18]([C:21]4[CH:25]=[C:24]([NH2:26])[NH:23][N:22]=4)[CH:19]=[CH:20][C:14]=3[O:13][CH2:12][CH2:11]2)=[O:9])[CH2:6][CH2:7]1.